From a dataset of Forward reaction prediction with 1.9M reactions from USPTO patents (1976-2016). Predict the product of the given reaction. (1) Given the reactants O.O.O.O.O.O.[N+]([O-])([O-])=O.[Bi+3:11].[N+]([O-])([O-])=O.[N+]([O-])([O-])=O.[CH2:20]([N:31]([CH2:36][C:37]([OH:39])=[O:38])[CH2:32][C:33]([OH:35])=[O:34])[CH2:21][N:22]([CH2:27][C:28]([OH:30])=[O:29])[CH2:23][C:24]([OH:26])=[O:25], predict the reaction product. The product is: [Bi:11].[CH2:21]([N:22]([CH2:27][C:28]([OH:30])=[O:29])[CH2:23][C:24]([OH:26])=[O:25])[CH2:20][N:31]([CH2:36][C:37]([OH:39])=[O:38])[CH2:32][C:33]([OH:35])=[O:34]. (2) Given the reactants [CH:1]1([NH:6][C:7]2[N:12]=[C:11]([C:13]3[C:14]([C:24]4[CH:29]=[CH:28][C:27]([F:30])=[CH:26][CH:25]=4)=[N:15][N:16]4[C:21]=3[CH:20]=[CH:19][N:18]=[C:17]4SC)[CH:10]=[CH:9][N:8]=2)[CH2:5][CH2:4][CH2:3][CH2:2]1.ClC1C=C(C=CC=1)C(OO)=O.[NH:42]1[CH2:46][CH2:45][CH2:44][CH2:43]1, predict the reaction product. The product is: [CH:1]1([NH:6][C:7]2[N:12]=[C:11]([C:13]3[C:14]([C:24]4[CH:29]=[CH:28][C:27]([F:30])=[CH:26][CH:25]=4)=[N:15][N:16]4[C:21]=3[CH:20]=[CH:19][N:18]=[C:17]4[N:42]3[CH2:46][CH2:45][CH2:44][CH2:43]3)[CH:10]=[CH:9][N:8]=2)[CH2:5][CH2:4][CH2:3][CH2:2]1. (3) Given the reactants [Br:1][C:2]1[CH:7]=[CH:6][C:5]([NH2:8])=[C:4]([Cl:9])[CH:3]=1.[O:10]1[CH2:15][CH2:14][C:13](=O)[CH2:12][CH2:11]1.C(O[BH-](OC(=O)C)OC(=O)C)(=O)C.[Na+], predict the reaction product. The product is: [Br:1][C:2]1[CH:7]=[CH:6][C:5]([NH:8][CH:13]2[CH2:14][CH2:15][O:10][CH2:11][CH2:12]2)=[C:4]([Cl:9])[CH:3]=1.